Predict which catalyst facilitates the given reaction. From a dataset of Catalyst prediction with 721,799 reactions and 888 catalyst types from USPTO. (1) Reactant: [OH:1][CH2:2][C:3]([CH3:19])([CH3:18])[CH2:4][N:5]1[CH2:10][CH2:9][N:8]([C:11]([O:13][C:14]([CH3:17])([CH3:16])[CH3:15])=[O:12])[CH2:7][CH2:6]1.[CH3:20][S:21](Cl)(=[O:23])=[O:22]. Product: [CH3:20][S:21]([O:1][CH2:2][C:3]([CH3:19])([CH3:18])[CH2:4][N:5]1[CH2:10][CH2:9][N:8]([C:11]([O:13][C:14]([CH3:17])([CH3:16])[CH3:15])=[O:12])[CH2:7][CH2:6]1)(=[O:23])=[O:22]. The catalyst class is: 2. (2) Reactant: [CH3:1][NH:2][C:3]1[CH:8]=[CH:7][C:6]([N+:9]([O-:11])=[O:10])=[CH:5][CH:4]=1.[C:12]([OH:16])(=[O:15])[CH:13]=[CH2:14].S(=O)(=O)(O)O. Product: [CH3:1][N:2]([C:3]1[CH:4]=[CH:5][C:6]([N+:9]([O-:11])=[O:10])=[CH:7][CH:8]=1)[CH2:14][CH2:13][C:12]([OH:16])=[O:15]. The catalyst class is: 6. (3) Reactant: C[O:2][C:3]([C:5]1[S:9][C:8]([NH:10][C:11]([O:13][C:14]([CH3:17])([CH3:16])[CH3:15])=[O:12])=[N:7][CH:6]=1)=O.[H-].[H-].[H-].[H-].[Li+].[Al+3].O.[OH-].[Na+]. Product: [C:14]([O:13][C:11](=[O:12])[NH:10][C:8]1[S:9][C:5]([CH2:3][OH:2])=[CH:6][N:7]=1)([CH3:17])([CH3:15])[CH3:16]. The catalyst class is: 1. (4) Reactant: [CH:1]([C:3]1[CH:10]=[CH:9][C:6]([C:7]#[N:8])=[CH:5][C:4]=1[O:11][CH3:12])=O.[CH2:13]([C:15]1[N:16]=[C:17]([CH2:20][C:21]([CH3:23])=[O:22])[S:18][CH:19]=1)[CH3:14].N1CCCCC1.C(O)(=O)C. Product: [CH2:13]([C:15]1[N:16]=[C:17]([C:20]([C:21](=[O:22])[CH3:23])=[CH:1][C:3]2[CH:10]=[CH:9][C:6]([C:7]#[N:8])=[CH:5][C:4]=2[O:11][CH3:12])[S:18][CH:19]=1)[CH3:14]. The catalyst class is: 4. (5) Reactant: [C:9](O[C:9]([O:11][C:12]([CH3:15])([CH3:14])[CH3:13])=[O:10])([O:11][C:12]([CH3:15])([CH3:14])[CH3:13])=[O:10].[OH:16][CH:17]([CH2:20][NH2:21])[CH2:18][NH2:19]. Product: [NH2:19][CH2:18][CH:17]([OH:16])[CH2:20][NH:21][C:9](=[O:10])[O:11][C:12]([CH3:13])([CH3:14])[CH3:15]. The catalyst class is: 169. (6) Reactant: C[O:2][C:3]1[C:8]2[CH2:9][C:10]3[C:49]([OH:50])=[CH:48][C:13]([CH2:14][C:15]4[C:43]([O:44]C)=[CH:42][C:18]([CH2:19][C:20]5[C:37]([O:38]C)=[CH:36][C:23]([CH2:24][C:25]6[CH:31]=[C:30]([O:32]C)[C:28]([CH2:29][C:5](=[C:6]([O:52]C)[CH:7]=2)[CH:4]=1)=[CH:27][C:26]=6[O:34]C)=[C:22]([O:40]C)[CH:21]=5)=[C:17]([O:46]C)[CH:16]=4)=[C:12]([OH:51])[CH:11]=3.C(#N)C.O=[O+][O-].IC1C=CC=CC=1. Product: [CH2:29]1[C:5]2=[CH:4][C:3](=[O:2])[C:8](=[CH:7][C:6]2=[O:52])[CH2:9][C:10]2=[CH:11][C:12](=[O:51])[C:13](=[CH:48][C:49]2=[O:50])[CH2:14][C:15]2=[CH:16][C:17](=[O:46])[C:18](=[CH:42][C:43]2=[O:44])[CH2:19][C:20]2=[CH:21][C:22](=[O:40])[C:23](=[CH:36][C:37]2=[O:38])[CH2:24][C:25]2=[CH:31][C:30](=[O:32])[C:28]1=[CH:27][C:26]2=[O:34]. The catalyst class is: 6.